This data is from CYP2C19 inhibition data for predicting drug metabolism from PubChem BioAssay. The task is: Regression/Classification. Given a drug SMILES string, predict its absorption, distribution, metabolism, or excretion properties. Task type varies by dataset: regression for continuous measurements (e.g., permeability, clearance, half-life) or binary classification for categorical outcomes (e.g., BBB penetration, CYP inhibition). Dataset: cyp2c19_veith. (1) The molecule is O=C(c1ccco1)N1CCC2(CC1)CCN(C(c1ccccc1)c1ccccc1)CC2. The result is 0 (non-inhibitor). (2) The molecule is Cc1cccc(C(CC(=O)N2CCCC2)c2ccccc2)c1O. The result is 1 (inhibitor). (3) The drug is O=c1c2ccccc2ncn1CCCSc1ccccc1. The result is 1 (inhibitor). (4) The molecule is COc1ccc(C(C(=O)NCc2ccccc2)N(Cc2cccs2)C(=O)c2cnccn2)cc1. The result is 1 (inhibitor). (5) The molecule is Cn1c(CN2CCCCC2)nc2cc(NC(=O)c3ccc(Cl)cc3)ccc21. The result is 1 (inhibitor). (6) The compound is Cc1ccc(C)c(Cn2c(C(=O)OC(C)C)cc3c2ccn3C)c1. The result is 1 (inhibitor). (7) The result is 0 (non-inhibitor). The drug is COc1ccccc1CNS(=O)(=O)c1ccc2[nH]cc(C(=O)O)c(=O)c2c1. (8) The compound is c1ccc2sc(NC3=NCN(C4CCCCCC4)CN3)nc2c1. The result is 1 (inhibitor). (9) The compound is CC(=O)NCCNc1ncnc2ccc(-c3ccc4c(c3)OCO4)cc12. The result is 1 (inhibitor). (10) The compound is C[C@@H](C1=C(CCN(C)C)Cc2ccccc21)c1ccccn1. The result is 1 (inhibitor).